This data is from Reaction yield outcomes from USPTO patents with 853,638 reactions. The task is: Predict the reaction yield, written as a fraction of the theoretical maximum amount of product (1.0 means a 100% yield; for example, 0.34 means a 34% yield). (1) The reactants are O.[OH-].[Li+].C([O:6][C:7]([C:9]1[CH:10]=[N:11][N:12]([C:14]2[NH:18][C:17]3[CH:19]=[C:20]([Cl:33])[C:21]([S:23](=[O:32])(=[O:31])[NH:24][C:25]4[CH:30]=[CH:29][CH:28]=[CH:27][CH:26]=4)=[CH:22][C:16]=3[N:15]=2)[CH:13]=1)=[O:8])C.C1COCC1. The catalyst is O. The product is [Cl:33][C:20]1[C:21]([S:23](=[O:32])(=[O:31])[NH:24][C:25]2[CH:30]=[CH:29][CH:28]=[CH:27][CH:26]=2)=[CH:22][C:16]2[N:15]=[C:14]([N:12]3[CH:13]=[C:9]([C:7]([OH:8])=[O:6])[CH:10]=[N:11]3)[NH:18][C:17]=2[CH:19]=1. The yield is 0.750. (2) The reactants are [CH3:1][O:2][C:3]([C:5]1[CH:10]=[C:9]([NH2:11])[N:8]=[C:7]([C:12]2[CH:17]=[C:16]([F:18])[C:15]([Cl:19])=[CH:14][C:13]=2[F:20])[N:6]=1)=[O:4].[Cl:21]N1C(=O)CCC1=O. The catalyst is C(#N)C. The product is [CH3:1][O:2][C:3]([C:5]1[C:10]([Cl:21])=[C:9]([NH2:11])[N:8]=[C:7]([C:12]2[CH:17]=[C:16]([F:18])[C:15]([Cl:19])=[CH:14][C:13]=2[F:20])[N:6]=1)=[O:4]. The yield is 0.500. (3) The reactants are [NH2:1][S:2]([C:5]1[CH:10]=[CH:9][CH:8]=[CH:7][C:6]=1[NH:11][C:12]([C:14]1[C:23](=[O:24])[C:22]([CH2:28][CH2:29][CH3:30])([CH2:25][CH2:26][CH3:27])[C:21]2[C:16](=[CH:17][CH:18]=[CH:19][CH:20]=2)[C:15]=1[OH:31])=O)(=[O:4])=[O:3].C(O)(=O)CC(CC(O)=O)(C(O)=O)O.C(OCC)(=O)C. The catalyst is [OH-].[K+]. The product is [O:4]=[S:2]1(=[O:3])[C:5]2[CH:10]=[CH:9][CH:8]=[CH:7][C:6]=2[NH:11][C:12]([C:14]2[C:23](=[O:24])[C:22]([CH2:28][CH2:29][CH3:30])([CH2:25][CH2:26][CH3:27])[C:21]3[C:16]([C:15]=2[OH:31])=[CH:17][CH:18]=[CH:19][CH:20]=3)=[N:1]1. The yield is 0.570. (4) The reactants are [OH:1][C:2]1[CH:3]=[C:4]2[C:9](=[CH:10][CH:11]=1)[CH:8]([C:12]([OH:14])=[O:13])[NH:7][CH2:6][CH2:5]2.[C:15](Cl)(=O)C. The catalyst is CO. The product is [CH3:15][O:13][C:12]([CH:8]1[C:9]2[C:4](=[CH:3][C:2]([OH:1])=[CH:11][CH:10]=2)[CH2:5][CH2:6][NH:7]1)=[O:14]. The yield is 0.750.